Predict which catalyst facilitates the given reaction. From a dataset of Catalyst prediction with 721,799 reactions and 888 catalyst types from USPTO. (1) Reactant: [C:1](Cl)(=[O:5])[CH:2]([CH3:4])[CH3:3].C1N=CN(C(N2C=NC=C2)=O)C=1.O/[N:20]=[C:21](\[NH2:31])/[C:22]1[CH:27]=[CH:26][CH:25]=[C:24]([N+:28]([O-:30])=[O:29])[CH:23]=1. Product: [CH:2]([C:1]1[O:5][N:31]=[C:21]([C:22]2[CH:27]=[CH:26][CH:25]=[C:24]([N+:28]([O-:30])=[O:29])[CH:23]=2)[N:20]=1)([CH3:4])[CH3:3]. The catalyst class is: 17. (2) Reactant: [CH2:1]([CH:8]1[CH2:13][CH2:12][N:11]([CH2:14][CH2:15][C:16]([C:18]2[CH:23]=[CH:22][CH:21]=[C:20]([NH:24][C:25]3[C:34]4[C:29](=[CH:30][CH:31]=[CH:32][CH:33]=4)[N:28]=[C:27]([CH3:35])[CH:26]=3)[CH:19]=2)=[O:17])[CH2:10][CH2:9]1)[C:2]1[CH:7]=[CH:6][CH:5]=[CH:4][CH:3]=1.CC1C=CC(S(O)(=O)=O)=CC=1.C1(C)C=CC=CC=1.[CH2:54](O)[CH2:55][CH2:56][OH:57]. Product: [CH2:1]([CH:8]1[CH2:13][CH2:12][N:11]([CH2:14][CH2:15][C:16]2([C:18]3[CH:19]=[C:20]([NH:24][C:25]4[C:34]5[C:29](=[CH:30][CH:31]=[CH:32][CH:33]=5)[N:28]=[C:27]([CH3:35])[CH:26]=4)[CH:21]=[CH:22][CH:23]=3)[O:57][CH2:56][CH2:55][CH2:54][O:17]2)[CH2:10][CH2:9]1)[C:2]1[CH:3]=[CH:4][CH:5]=[CH:6][CH:7]=1. The catalyst class is: 25. (3) Reactant: [O:1]1[C:5]2[CH:6]=[CH:7][C:8]([CH2:10][C:11]([OH:13])=O)=[CH:9][C:4]=2[O:3][CH2:2]1.[NH2:14][C:15]1[CH:16]=[C:17]([B:21]([OH:23])[OH:22])[CH:18]=[CH:19][CH:20]=1.CN(C(ON1N=NC2C=CC=NC1=2)=[N+](C)C)C.F[P-](F)(F)(F)(F)F.C(N(CC)C(C)C)(C)C. Product: [O:1]1[C:5]2[CH:6]=[CH:7][C:8]([CH2:10][C:11]([NH:14][C:15]3[CH:16]=[C:17]([B:21]([OH:23])[OH:22])[CH:18]=[CH:19][CH:20]=3)=[O:13])=[CH:9][C:4]=2[O:3][CH2:2]1. The catalyst class is: 34. (4) Reactant: [CH3:1][O:2][C:3]1[CH:4]=[C:5]([CH:11]([C:14](=O)[CH2:15][CH3:16])[C:12]#[N:13])[CH:6]=[CH:7][C:8]=1[O:9][CH3:10].[NH2:18][NH2:19].[OH:20][C:21]1[CH:28]=[CH:27][C:24]([CH:25]=O)=[CH:23][CH:22]=1.[F:29][C:30]([F:35])([F:34])[C:31]([OH:33])=[O:32]. Product: [F:29][C:30]([F:35])([F:34])[C:31]([OH:33])=[O:32].[CH2:15]([C:14]1[C:11]2[C:5]3[CH:4]=[C:3]([O:2][CH3:1])[C:8]([O:9][CH3:10])=[CH:7][C:6]=3[C:25]([C:24]3[CH:27]=[CH:28][C:21]([OH:20])=[CH:22][CH:23]=3)=[N:13][C:12]=2[NH:19][N:18]=1)[CH3:16]. The catalyst class is: 8. (5) Reactant: [NH2:1][C:2]1[N:7]=[CH:6][N:5]=[C:4]2[N:8]([CH2:24][C:25]([CH3:34])([CH3:33])[CH2:26][NH:27][C:28](=[O:32])[CH2:29][C:30]#[N:31])[N:9]=[C:10]([C:11]3[CH:16]=[CH:15][C:14]([O:17][C:18]4[CH:23]=[CH:22][CH:21]=[CH:20][CH:19]=4)=[CH:13][CH:12]=3)[C:3]=12.[CH:35]1([CH:38]=O)[CH2:37][CH2:36]1.N1CCCCC1. Product: [NH2:1][C:2]1[N:7]=[CH:6][N:5]=[C:4]2[N:8]([CH2:24][C:25]([CH3:34])([CH3:33])[CH2:26][NH:27][C:28](=[O:32])[C:29]([C:30]#[N:31])=[CH:38][CH:35]3[CH2:37][CH2:36]3)[N:9]=[C:10]([C:11]3[CH:16]=[CH:15][C:14]([O:17][C:18]4[CH:23]=[CH:22][CH:21]=[CH:20][CH:19]=4)=[CH:13][CH:12]=3)[C:3]=12. The catalyst class is: 8. (6) Product: [OH:19][CH2:20][CH2:21][N:22]([C:27]1[CH:32]=[CH:31][C:30](/[CH:33]=[CH:34]/[S:35]([N:38]2[CH2:39][CH2:40][C:41]3([N:45]=[C:44]([C:46]4[CH:51]=[CH:50][CH:49]=[C:48]([O:52][C:53]([F:54])([F:55])[F:56])[CH:47]=4)[NH:43][C:42]3=[O:57])[CH2:58][CH2:59]2)(=[O:37])=[O:36])=[C:29]([CH3:60])[CH:28]=1)[S:23]([CH3:26])(=[O:24])=[O:25]. Reactant: C(O)(=O)CC(CC(O)=O)(C(O)=O)O.C([Si](C)(C)[O:19][CH2:20][CH2:21][N:22]([C:27]1[CH:32]=[CH:31][C:30](/[CH:33]=[CH:34]/[S:35]([N:38]2[CH2:59][CH2:58][C:41]3([N:45]=[C:44]([C:46]4[CH:51]=[CH:50][CH:49]=[C:48]([O:52][C:53]([F:56])([F:55])[F:54])[CH:47]=4)[NH:43][C:42]3=[O:57])[CH2:40][CH2:39]2)(=[O:37])=[O:36])=[C:29]([CH3:60])[CH:28]=1)[S:23]([CH3:26])(=[O:25])=[O:24])(C)(C)C. The catalyst class is: 115. (7) Reactant: [C:1]([NH:6][C@H:7]([C:29]([NH:31][C@H:32](C(O)=O)[CH2:33][S:34][C:35](=[O:37])[CH3:36])=[O:30])[CH2:8][S:9]C(C1C=CC=CC=1)(C1C=CC=CC=1)C1C=CC=CC=1)(=[O:5])[CH:2]([CH3:4])[CH3:3].C(N[C@H](C(NCCSC(=O)C)=O)CS)(=O)C.C(Cl)Cl.CCOCC. Product: [C:1]([NH:6][C@H:7]([C:29]([NH:31][CH2:32][CH2:33][S:34][C:35](=[O:37])[CH3:36])=[O:30])[CH2:8][SH:9])(=[O:5])[CH:2]([CH3:3])[CH3:4]. The catalyst class is: 22.